Dataset: Peptide-MHC class I binding affinity with 185,985 pairs from IEDB/IMGT. Task: Regression. Given a peptide amino acid sequence and an MHC pseudo amino acid sequence, predict their binding affinity value. This is MHC class I binding data. (1) The peptide sequence is LTIPTIMGR. The MHC is HLA-B45:06 with pseudo-sequence HLA-B45:06. The binding affinity (normalized) is 0.213. (2) The peptide sequence is KRQEILDLWVY. The MHC is HLA-B53:01 with pseudo-sequence HLA-B53:01. The binding affinity (normalized) is 0.0402. (3) The peptide sequence is AFHHMAREK. The MHC is HLA-B57:01 with pseudo-sequence HLA-B57:01. The binding affinity (normalized) is 0. (4) The peptide sequence is ADGGCSGGA. The MHC is Mamu-A11 with pseudo-sequence Mamu-A11. The binding affinity (normalized) is 0. (5) The peptide sequence is ETGLSASDV. The MHC is HLA-A02:01 with pseudo-sequence HLA-A02:01. The binding affinity (normalized) is 0. (6) The peptide sequence is ELNKGWFGA. The MHC is HLA-B57:01 with pseudo-sequence HLA-B57:01. The binding affinity (normalized) is 0.0847. (7) The peptide sequence is ERNPYENIL. The MHC is HLA-B57:01 with pseudo-sequence HLA-B57:01. The binding affinity (normalized) is 0.0847. (8) The peptide sequence is SEKTHIHIF. The MHC is HLA-A11:01 with pseudo-sequence HLA-A11:01. The binding affinity (normalized) is 0.0847.